Dataset: Forward reaction prediction with 1.9M reactions from USPTO patents (1976-2016). Task: Predict the product of the given reaction. (1) Given the reactants [Cl-:1].[NH4+:2].[H-].C([Al+]CC(C)C)C(C)C.[CH3:13][O:14][C:15]1[C:16]([C:23]#[N:24])=[N:17][CH:18]=[C:19]([O:21][CH3:22])[CH:20]=1.CO, predict the reaction product. The product is: [ClH:1].[CH3:13][O:14][C:15]1[C:16]([C:23](=[NH:2])[NH2:24])=[N:17][CH:18]=[C:19]([O:21][CH3:22])[CH:20]=1. (2) Given the reactants C([O:8][C:9]1[CH:14]=[C:13]([O:15]CC2C=CC=CC=2)[C:12]([C:23]2[N:27]([CH2:28][CH2:29][CH2:30][O:31][CH3:32])[N:26]=[N:25][N:24]=2)=[CH:11][C:10]=1[C:33]1[CH:38]=[CH:37][CH:36]=[C:35]([C:39](O)=[O:40])[CH:34]=1)C1C=CC=CC=1.[NH2:42][CH2:43][CH2:44][CH2:45][N:46]1[CH2:51][CH2:50][O:49][CH2:48][CH2:47]1, predict the reaction product. The product is: [N:46]1([CH2:45][CH2:44][CH2:43][NH:42][C:39]([C:35]2[CH:34]=[C:33]([C:10]3[CH:11]=[C:12]([C:23]4[N:27]([CH2:28][CH2:29][CH2:30][O:31][CH3:32])[N:26]=[N:25][N:24]=4)[C:13]([OH:15])=[CH:14][C:9]=3[OH:8])[CH:38]=[CH:37][CH:36]=2)=[O:40])[CH2:51][CH2:50][O:49][CH2:48][CH2:47]1. (3) Given the reactants [CH3:1][N:2]1[C:6]2[CH:7]=[CH:8][C:9]([C:11](O)([CH2:14][CH3:15])[CH2:12][CH3:13])=[CH:10][C:5]=2[N:4]=[C:3]1[CH3:17].[NH:18]1[C:26]2[C:21](=[CH:22][CH:23]=[CH:24][C:25]=2[NH:27][S:28]([CH3:31])(=[O:30])=[O:29])[CH:20]=[CH:19]1.C(O)(C(F)(F)F)=O, predict the reaction product. The product is: [CH3:1][N:2]1[C:6]2[CH:7]=[CH:8][C:9]([C:11]([C:20]3[C:21]4[C:26](=[C:25]([NH:27][S:28]([CH3:31])(=[O:29])=[O:30])[CH:24]=[CH:23][CH:22]=4)[NH:18][CH:19]=3)([CH2:14][CH3:15])[CH2:12][CH3:13])=[CH:10][C:5]=2[N:4]=[C:3]1[CH3:17]. (4) Given the reactants [NH2:1][C:2]1[CH:31]=[CH:30][C:5]([CH2:6][C:7]2[NH:15][C:14]3[C:13](=[O:16])[N:12]([CH2:17][C:18]4[CH:23]=[CH:22][CH:21]=[CH:20][C:19]=4[F:24])[C:11](=[O:25])[N:10]([CH2:26][CH2:27][CH2:28][CH3:29])[C:9]=3[N:8]=2)=[CH:4][CH:3]=1.[CH3:32][O:33][C:34]1[CH:35]=[C:36]([S:42](Cl)(=[O:44])=[O:43])[CH:37]=[CH:38][C:39]=1[O:40][CH3:41], predict the reaction product. The product is: [CH2:26]([N:10]1[C:9]2[N:8]=[C:7]([CH2:6][C:5]3[CH:4]=[CH:3][C:2]([NH:1][S:42]([C:36]4[CH:37]=[CH:38][C:39]([O:40][CH3:41])=[C:34]([O:33][CH3:32])[CH:35]=4)(=[O:44])=[O:43])=[CH:31][CH:30]=3)[NH:15][C:14]=2[C:13](=[O:16])[N:12]([CH2:17][C:18]2[CH:23]=[CH:22][CH:21]=[CH:20][C:19]=2[F:24])[C:11]1=[O:25])[CH2:27][CH2:28][CH3:29]. (5) The product is: [I:1][C:2]1[C:10]2[O:9][C:8](=[O:11])[N:7]([CH2:29][O:28][CH2:27][CH2:26][Si:25]([CH3:32])([CH3:31])[CH3:24])[C:6]=2[CH:5]=[C:4]([N+:12]([O-:14])=[O:13])[CH:3]=1. Given the reactants [I:1][C:2]1[C:10]2[O:9][C:8](=[O:11])[NH:7][C:6]=2[CH:5]=[C:4]([N+:12]([O-:14])=[O:13])[CH:3]=1.C(N(CC)C(C)C)(C)C.[CH3:24][Si:25]([CH3:32])([CH3:31])[CH2:26][CH2:27][O:28][CH2:29]Cl, predict the reaction product. (6) Given the reactants C[C:2]1(C)[O:6][CH2:5][CH2:4][O:3]1.[F:8][C:9]([F:16])([F:15])[C:10]([F:14])=[C:11]([F:13])[F:12], predict the reaction product. The product is: [F:12][C:11]([CH:4]1[CH2:5][O:6][CH2:2][O:3]1)([F:13])[CH:10]([F:14])[C:9]([F:16])([F:15])[F:8]. (7) Given the reactants [C:1]([OH:6])(=O)[C:2]([CH3:4])=[CH2:3].[CH:7]1[C:19]2[N:18]([C:20]3[CH:26]=[CH:25][C:23]([NH2:24])=[CH:22][CH:21]=3)[C:17]3[C:12](=[CH:13][CH:14]=[CH:15][CH:16]=3)[C:11]=2[CH:10]=[CH:9][CH:8]=1, predict the reaction product. The product is: [CH:7]1[C:19]2[N:18]([C:20]3[CH:21]=[CH:22][C:23]([NH:24][C:1](=[O:6])[C:2]([CH3:4])=[CH2:3])=[CH:25][CH:26]=3)[C:17]3[C:12](=[CH:13][CH:14]=[CH:15][CH:16]=3)[C:11]=2[CH:10]=[CH:9][CH:8]=1. (8) Given the reactants C(OC[O:5][C:6]1[C:15]2[C:14]([CH3:17])([CH3:16])[CH2:13][CH2:12][C:11]([CH3:19])([CH3:18])[C:10]=2[CH:9]=[C:8]([C:20]([C:22]2[CH:23]=[C:24]3[C:29](=[CH:30][CH:31]=2)[CH:28]=[C:27]([C:32]([O:34][CH3:35])=[O:33])[CH:26]=[CH:25]3)=[O:21])[CH:7]=1)C.S(=O)(=O)(O)O, predict the reaction product. The product is: [OH:5][C:6]1[C:15]2[C:14]([CH3:17])([CH3:16])[CH2:13][CH2:12][C:11]([CH3:19])([CH3:18])[C:10]=2[CH:9]=[C:8]([C:20]([C:22]2[CH:23]=[C:24]3[C:29](=[CH:30][CH:31]=2)[CH:28]=[C:27]([C:32]([O:34][CH3:35])=[O:33])[CH:26]=[CH:25]3)=[O:21])[CH:7]=1. (9) Given the reactants [O:1]=[C:2]1[C:10]2([C:14]3=[CH:15][C:16]4[CH2:20][CH2:19][O:18][C:17]=4[CH:21]=[C:13]3[O:12][CH2:11]2)[C:9]2[C:4](=[CH:5][CH:6]=[CH:7][CH:8]=2)[N:3]1[CH2:22][C:23]1[CH:24]=[C:25]([CH:29]=[CH:30][CH:31]=1)[C:26](Cl)=[O:27].[CH:32]1([CH2:38][NH2:39])[CH2:37][CH2:36][CH2:35][CH2:34][CH2:33]1.C(N(CC)CC)C, predict the reaction product. The product is: [CH:32]1([CH2:38][NH:39][C:26](=[O:27])[C:25]2[CH:29]=[CH:30][CH:31]=[C:23]([CH2:22][N:3]3[C:4]4[C:9](=[CH:8][CH:7]=[CH:6][CH:5]=4)[C:10]4([CH2:11][O:12][C:13]5[CH:21]=[C:17]6[C:16](=[CH:15][C:14]4=5)[CH2:20][CH2:19][O:18]6)[C:2]3=[O:1])[CH:24]=2)[CH2:37][CH2:36][CH2:35][CH2:34][CH2:33]1.